From a dataset of Catalyst prediction with 721,799 reactions and 888 catalyst types from USPTO. Predict which catalyst facilitates the given reaction. (1) Reactant: [Cl:1][C:2]1[CH:7]=[C:6]([Cl:8])[C:5]([N+:9]([O-])=O)=[CH:4][C:3]=1[N+:12]([O-])=O. Product: [Cl:1][C:2]1[CH:7]=[C:6]([Cl:8])[C:5]([NH2:9])=[CH:4][C:3]=1[NH2:12]. The catalyst class is: 23. (2) Reactant: [C:1]([C:4]1[CH:9]=[CH:8][N:7]2[C:10]([CH3:14])=[C:11]([CH3:13])[N:12]=[C:6]2[C:5]=1[NH2:15])(=[O:3])[CH3:2].[S:16]1[CH:20]=[CH:19][C:18]([CH:21]=O)=[CH:17]1.[OH-].[Na+]. Product: [NH2:15][C:5]1[C:6]2[N:7]([C:10]([CH3:14])=[C:11]([CH3:13])[N:12]=2)[CH:8]=[CH:9][C:4]=1[C:1](=[O:3])[CH:2]=[CH:21][C:18]1[CH:19]=[CH:20][S:16][CH:17]=1. The catalyst class is: 8. (3) Reactant: [CH3:1][NH:2][CH2:3][C:4]1[CH:9]=[CH:8][CH:7]=[CH:6][CH:5]=1.C(=O)([O-])[O-].[K+].[K+].CC(N(C)C)=O.I[CH2:23][C:24]1([CH3:36])[CH2:28][C:27]2[C:29]([CH3:35])=[CH:30][C:31]([CH3:34])=[C:32]([CH3:33])[C:26]=2[O:25]1. Product: [CH3:1][N:2]([CH2:23][C:24]1([CH3:36])[CH2:28][C:27]2[C:29]([CH3:35])=[CH:30][C:31]([CH3:34])=[C:32]([CH3:33])[C:26]=2[O:25]1)[CH2:3][C:4]1[CH:9]=[CH:8][CH:7]=[CH:6][CH:5]=1. The catalyst class is: 84. (4) Reactant: Br[CH:2]1[CH2:6][CH2:5][CH:4]([C:7]([O:9][CH2:10][CH3:11])=[O:8])[C:3]1=O.[NH2:13][C:14]([NH2:16])=[S:15]. Product: [CH2:10]([O:9][C:7]([CH:4]1[C:3]2[N:13]=[C:14]([NH2:16])[S:15][C:2]=2[CH2:6][CH2:5]1)=[O:8])[CH3:11]. The catalyst class is: 12. (5) Reactant: [C:1]([C:5]1[CH:6]=[C:7]([NH:19][C:20]([NH:22][C:23]2[CH:28]=[CH:27][C:26]([O:29][C:30]3[CH:35]=[CH:34][N:33]=[CH:32][CH:31]=3)=[CH:25][CH:24]=2)=[O:21])[N:8]([C:10]2[CH:15]=[CH:14][C:13]([N+:16]([O-])=O)=[CH:12][CH:11]=2)[N:9]=1)([CH3:4])([CH3:3])[CH3:2].[H][H]. Product: [NH2:16][C:13]1[CH:14]=[CH:15][C:10]([N:8]2[C:7]([NH:19][C:20]([NH:22][C:23]3[CH:28]=[CH:27][C:26]([O:29][C:30]4[CH:31]=[CH:32][N:33]=[CH:34][CH:35]=4)=[CH:25][CH:24]=3)=[O:21])=[CH:6][C:5]([C:1]([CH3:4])([CH3:3])[CH3:2])=[N:9]2)=[CH:11][CH:12]=1. The catalyst class is: 50. (6) Reactant: CO.C([O:5][CH:6]1[CH:11]([CH:12]([CH3:14])[CH3:13])[CH2:10][CH2:9][CH:8]([CH3:15])[CH2:7]1)=C. Product: [CH:8]1([CH3:15])[CH2:9][CH2:10][CH:11]([CH:12]([CH3:13])[CH3:14])[CH:6]([OH:5])[CH2:7]1. The catalyst class is: 41. (7) Reactant: [C:1]([O:5][C:6](=[O:14])[C:7]([CH3:13])([CH3:12])[CH2:8][C:9]([OH:11])=[O:10])([CH3:4])([CH3:3])[CH3:2].CCN=C=NCCCN(C)C.Cl.[Cl:27][C:28]1[CH:29]=[C:30]([C@@H:34]([NH:36][C:37](=[O:70])/[CH:38]=[CH:39]/[C@:40]23[CH2:66][CH2:65][C:64]([CH:67]([CH3:69])[CH3:68])=[C:41]2[C@@H:42]2[C@@:55]([CH3:58])([CH2:56][CH2:57]3)[C@@:54]3([CH3:59])[C@@H:45]([C@:46]4([CH3:63])[C@@H:51]([CH2:52][CH2:53]3)[C:50]([CH3:61])([CH3:60])[C@@H:49](O)[CH2:48][CH2:47]4)[CH2:44][CH2:43]2)[CH3:35])[CH:31]=[CH:32][CH:33]=1.O. Product: [CH3:12][C:7]([CH3:13])([CH2:8][C:9]([O:11][C@H:49]1[CH2:48][CH2:47][C@@:46]2([CH3:63])[C@@H:51]([CH2:52][CH2:53][C@:54]3([CH3:59])[C@@H:45]2[CH2:44][CH2:43][C@H:42]2[C@@:55]3([CH3:58])[CH2:56][CH2:57][C@@:40]3(/[CH:39]=[CH:38]/[C:37]([NH:36][C@H:34]([C:30]4[CH:31]=[CH:32][CH:33]=[C:28]([Cl:27])[CH:29]=4)[CH3:35])=[O:70])[CH2:66][CH2:65][C:64]([CH:67]([CH3:69])[CH3:68])=[C:41]32)[C:50]1([CH3:60])[CH3:61])=[O:10])[C:6]([O:5][C:1]([CH3:4])([CH3:2])[CH3:3])=[O:14]. The catalyst class is: 79. (8) Reactant: [CH2:1]([N:4]([CH2:12][C:13](=[N:20][OH:21])[C:14]1[CH:19]=[CH:18][CH:17]=[CH:16][CH:15]=1)[C:5](=[O:11])[O:6][C:7]([CH3:10])([CH3:9])[CH3:8])[CH:2]=[CH2:3]. Product: [C:7]([O:6][C:5]([N:4]1[CH2:1][CH:2]2[C:13]([C:14]3[CH:19]=[CH:18][CH:17]=[CH:16][CH:15]=3)([NH:20][O:21][CH2:3]2)[CH2:12]1)=[O:11])([CH3:10])([CH3:9])[CH3:8]. The catalyst class is: 113. (9) Reactant: [Cl-].[Br:2][C:3]1[C:15]2[C:14]3[CH2:13][CH2:12][NH2+:11][CH2:10][C:9]=3[CH:8]=[N:7][C:6]=2[NH:5][N:4]=1.CCN(C(C)C)C(C)C.[C:25]1([N:31]=[C:32]=[O:33])[CH:30]=[CH:29][CH:28]=[CH:27][CH:26]=1. Product: [Br:2][C:3]1[C:15]2[C:14]3[CH2:13][CH2:12][N:11]([C:32]([NH:31][C:25]4[CH:30]=[CH:29][CH:28]=[CH:27][CH:26]=4)=[O:33])[CH2:10][C:9]=3[CH:8]=[N:7][C:6]=2[NH:5][N:4]=1. The catalyst class is: 4. (10) Reactant: [CH3:1][O:2][C:3]([C@H:5]1[CH2:10][CH2:9][C@H:8]([C:11](=O)[NH2:12])[CH2:7][CH2:6]1)=[O:4].COC1C=CC(P2(SP(C3C=CC(OC)=CC=3)(=S)S2)=[S:23])=CC=1. Product: [CH3:1][O:2][C:3]([C@H:5]1[CH2:10][CH2:9][C@H:8]([C:11](=[S:23])[NH2:12])[CH2:7][CH2:6]1)=[O:4]. The catalyst class is: 7.